This data is from Catalyst prediction with 721,799 reactions and 888 catalyst types from USPTO. The task is: Predict which catalyst facilitates the given reaction. (1) Reactant: Br[C:2]1[CH:3]=[N:4][CH:5]=[C:6]([C:8]([F:11])([F:10])[F:9])[CH:7]=1.C([O-])([O-])=O.[K+].[K+].[CH2:18]([SH:25])[C:19]1[CH:24]=[CH:23][CH:22]=[CH:21][CH:20]=1. Product: [CH2:18]([S:25][C:2]1[CH:3]=[N:4][CH:5]=[C:6]([C:8]([F:11])([F:10])[F:9])[CH:7]=1)[C:19]1[CH:24]=[CH:23][CH:22]=[CH:21][CH:20]=1. The catalyst class is: 16. (2) Reactant: [Br:1][C:2]1[CH:3]=[CH:4][C:5]([CH2:8][CH2:9][NH2:10])=[N:6][CH:7]=1.[C:11](O[C:11]([O:13][C:14]([CH3:17])([CH3:16])[CH3:15])=[O:12])([O:13][C:14]([CH3:17])([CH3:16])[CH3:15])=[O:12]. Product: [Br:1][C:2]1[CH:3]=[CH:4][C:5]([CH2:8][CH2:9][NH:10][C:11](=[O:12])[O:13][C:14]([CH3:17])([CH3:16])[CH3:15])=[N:6][CH:7]=1. The catalyst class is: 1. (3) Reactant: O.[OH-].[Li+].O.[CH3:5][C:6]1[CH:15]=[C:14]([N:16]2[C:20]3=[N:21][CH:22]=[CH:23][CH:24]=[C:19]3[C:18]([C:25]([O:27]C)=[O:26])=[CH:17]2)[C:13]2[C:8](=[CH:9][CH:10]=[CH:11][CH:12]=2)[N:7]=1. Product: [CH3:5][C:6]1[CH:15]=[C:14]([N:16]2[C:20]3=[N:21][CH:22]=[CH:23][CH:24]=[C:19]3[C:18]([C:25]([OH:27])=[O:26])=[CH:17]2)[C:13]2[C:8](=[CH:9][CH:10]=[CH:11][CH:12]=2)[N:7]=1. The catalyst class is: 7. (4) Reactant: Cl[C:2]([O:4][CH3:5])=[O:3].[Br:6][C:7]1[CH:12]=[CH:11][C:10]([C@@H:13]([NH:15][CH2:16][CH2:17][C:18]2([OH:28])[CH2:27][CH2:26][CH2:25][C:20]3([O:24][CH2:23][CH2:22][O:21]3)[CH2:19]2)[CH3:14])=[CH:9][CH:8]=1.C(N(CC)CC)C.N1C=CC=CC=1. Product: [CH3:5][O:4][C:2](=[O:3])[N:15]([C@H:13]([C:10]1[CH:9]=[CH:8][C:7]([Br:6])=[CH:12][CH:11]=1)[CH3:14])[CH2:16][CH2:17][C:18]1([OH:28])[CH2:27][CH2:26][CH2:25][C:20]2([O:21][CH2:22][CH2:23][O:24]2)[CH2:19]1. The catalyst class is: 46. (5) Reactant: [CH3:1][O:2][C:3]1[CH:8]=[CH:7][CH:6]=[C:5]([O:9][CH3:10])[C:4]=1[N:11]1[C:20](=[O:21])[C:19]2[C:14](=[CH:15][CH:16]=[CH:17][CH:18]=2)[N:13]=[C:12]1[CH3:22].OC1C(OC)=C(C=CC=1)C=O.[OH:34][C:35]1[C:42]([O:43][CH3:44])=[CH:41][CH:40]=[CH:39][C:36]=1[CH:37]=O. Product: [CH3:1][O:2][C:3]1[CH:8]=[CH:7][CH:6]=[C:5]([O:9][CH3:10])[C:4]=1[N:11]1[C:20](=[O:21])[C:19]2[C:14](=[CH:15][CH:16]=[CH:17][CH:18]=2)[N:13]=[C:12]1/[CH:22]=[CH:37]/[C:36]1[CH:39]=[CH:40][CH:41]=[C:42]([O:43][CH3:44])[C:35]=1[OH:34]. The catalyst class is: 52. (6) Reactant: [CH3:1][N:2]([CH3:28])[CH2:3][CH2:4][N:5]1[C:11](=[O:12])[C@H:10]([OH:13])[C@H:9]([C:14]2[CH:23]=[CH:22][C:17]([C:18]([O:20][CH3:21])=[O:19])=[CH:16][CH:15]=2)[S:8][C:7]2[CH:24]=[CH:25][CH:26]=[CH:27][C:6]1=2.[C:29](Cl)(=[O:31])[CH3:30].C1(C)C=CC=CC=1. Product: [C:29]([O:13][C@@H:10]1[C@H:9]([C:14]2[CH:23]=[CH:22][C:17]([C:18]([O:20][CH3:21])=[O:19])=[CH:16][CH:15]=2)[S:8][C:7]2[CH:24]=[CH:25][CH:26]=[CH:27][C:6]=2[N:5]([CH2:4][CH2:3][N:2]([CH3:1])[CH3:28])[C:11]1=[O:12])(=[O:31])[CH3:30]. The catalyst class is: 298.